From a dataset of Reaction yield outcomes from USPTO patents with 853,638 reactions. Predict the reaction yield, written as a fraction of the theoretical maximum amount of product (1.0 means a 100% yield; for example, 0.34 means a 34% yield). (1) The product is [F:1][CH:2]([F:13])[O:3][C:4]1[CH:5]=[CH:6][C:7]([CH2:10][CH2:11][OH:12])=[CH:8][CH:9]=1. The reactants are [F:1][CH:2]([F:13])[O:3][C:4]1[CH:9]=[CH:8][C:7]([CH2:10][CH:11]=[O:12])=[CH:6][CH:5]=1.[BH4-].[Na+]. The catalyst is C(O)C. The yield is 0.500. (2) The reactants are Br.[NH2:2][C:3]1[S:4][C:5](Br)=[CH:6][N:7]=1.[SH:9][C:10]1[CH:15]=[CH:14][CH:13]=[CH:12][N:11]=1.C([O-])([O-])=O.[K+].[K+]. The catalyst is CN(C=O)C. The product is [N:11]1[CH:12]=[CH:13][CH:14]=[CH:15][C:10]=1[S:9][C:5]1[S:4][C:3]([NH2:2])=[N:7][CH:6]=1. The yield is 0.730. (3) The product is [F:1][C:2]1[C:3]2[CH:4]=[C:5]3[C:14]4[N:15]=[C:16]([C:19]5[C:20]([N:39]([CH3:44])[S:40]([CH3:43])(=[O:42])=[O:41])=[CH:21][C:22]6[O:26][C:25]([C:27]7[CH:32]=[CH:31][C:30]([F:33])=[CH:29][CH:28]=7)=[C:24]([C:34]([NH:35][CH3:36])=[O:37])[C:23]=6[CH:38]=5)[CH:17]=[CH:18][C:13]=4[NH:12][CH:11]([CH2:45][CH2:46][OH:47])[N:6]3[C:7]=2[CH:8]=[CH:9][CH:10]=1. The catalyst is C1COCC1. The reactants are [F:1][C:2]1[C:3]2[CH:4]=[C:5]3[C:14]4[N:15]=[C:16]([C:19]5[C:20]([N:39]([CH3:44])[S:40]([CH3:43])(=[O:42])=[O:41])=[CH:21][C:22]6[O:26][C:25]([C:27]7[CH:32]=[CH:31][C:30]([F:33])=[CH:29][CH:28]=7)=[C:24]([C:34](=[O:37])[NH:35][CH3:36])[C:23]=6[CH:38]=5)[CH:17]=[CH:18][C:13]=4[N:12]=[C:11]([CH2:45][C:46](OC)=[O:47])[N:6]3[C:7]=2[CH:8]=[CH:9][CH:10]=1.[BH4-].[Na+]. The yield is 0.650. (4) The catalyst is CO. The reactants are [CH:1]([C:3]1[CH:4]=[C:5]2[C:10](=[CH:11][CH:12]=1)[C:9](=O)[CH2:8][CH2:7][CH2:6]2)=[CH2:2].Cl.[NH2:15][OH:16].C([O-])(=O)C.[Na+]. The product is [CH:1]([C:3]1[CH:4]=[C:5]2[C:10](=[CH:11][CH:12]=1)[C:9](=[N:15][OH:16])[CH2:8][CH2:7][CH2:6]2)=[CH2:2]. The yield is 0.690. (5) The reactants are [N:1]1([C@:4]23[CH2:40][CH2:39][C@@H:38]([C:41]([CH3:43])=[CH2:42])[C@@H:5]2[C@@H:6]2[C@@:19]([CH3:22])([CH2:20][CH2:21]3)[C@@:18]3([CH3:23])[C@@H:9]([C@:10]4([CH3:37])[C@@H:15]([CH2:16][CH2:17]3)[C:14]([CH3:25])([CH3:24])[C:13]([C:26]3[CH2:31][CH2:30][CH:29]([C:32]([O:34][CH2:35][CH3:36])=[O:33])[CH2:28][CH:27]=3)=[CH:12][CH2:11]4)[CH2:8][CH2:7]2)[CH2:3][CH2:2]1.C([N:47]([CH2:51][CH3:52])[CH:48]([CH3:50])[CH3:49])(C)C.C1C[O:56]CC1. The catalyst is CO.O1CCOCC1. The product is [CH:52]12[CH2:49][CH:48]([N:47]([CH2:2][CH2:3][NH:1][C@:4]34[CH2:40][CH2:39][C@@H:38]([C:41]([CH3:43])=[CH2:42])[C@@H:5]3[C@@H:6]3[C@@:19]([CH3:22])([CH2:20][CH2:21]4)[C@@:18]4([CH3:23])[C@@H:9]([C@:10]5([CH3:37])[C@@H:15]([CH2:16][CH2:17]4)[C:14]([CH3:25])([CH3:24])[C:13]([C:26]4[CH2:31][CH2:30][CH:29]([C:32]([O:34][CH2:35][CH3:36])=[O:33])[CH2:28][CH:27]=4)=[CH:12][CH2:11]5)[CH2:8][CH2:7]3)[CH2:51]1)[CH2:50][O:56]2. The yield is 0.260. (6) The reactants are [Cl:1][C:2]1[CH:14]=[CH:13][CH:12]=[CH:11][C:3]=1[CH2:4][C:5]1[O:9][C:8]([NH2:10])=[N:7][CH:6]=1.[O:15]1[C:19]2[CH:20]=[CH:21][C:22]([C:24]3([C:27](O)=[O:28])[CH2:26][CH2:25]3)=[CH:23][C:18]=2[O:17][CH2:16]1.C(N(CC)CC)C.F[P-](F)(F)(F)(F)F.N1(O[P+](N(C)C)(N(C)C)N(C)C)C2C=CC=CC=2N=N1. The catalyst is C(#N)C. The product is [Cl:1][C:2]1[CH:14]=[CH:13][CH:12]=[CH:11][C:3]=1[CH2:4][C:5]1[O:9][C:8]([NH:10][C:27]([C:24]2([C:22]3[CH:21]=[CH:20][C:19]4[O:15][CH2:16][O:17][C:18]=4[CH:23]=3)[CH2:26][CH2:25]2)=[O:28])=[N:7][CH:6]=1. The yield is 0.370. (7) The reactants are [F:1][C:2]([F:10])([F:9])[CH2:3][CH2:4][S:5](Cl)(=[O:7])=[O:6].[CH:11]1[C:19]2[N:18]3[C:20]([CH:23]4[CH:27]([CH3:28])[CH2:26][CH:25]([NH2:29])[CH2:24]4)=[CH:21][N:22]=[C:17]3[CH:16]=[N:15][C:14]=2[NH:13][CH:12]=1. The catalyst is CN(C=O)C. The product is [CH:11]1[C:19]2[N:18]3[C:20]([C@@H:23]4[C@H:27]([CH3:28])[CH2:26][C@H:25]([NH:29][S:5]([CH2:4][CH2:3][C:2]([F:10])([F:9])[F:1])(=[O:7])=[O:6])[CH2:24]4)=[CH:21][N:22]=[C:17]3[CH:16]=[N:15][C:14]=2[NH:13][CH:12]=1. The yield is 0.0460.